Dataset: NCI-60 drug combinations with 297,098 pairs across 59 cell lines. Task: Regression. Given two drug SMILES strings and cell line genomic features, predict the synergy score measuring deviation from expected non-interaction effect. (1) Drug 1: CCN(CC)CCNC(=O)C1=C(NC(=C1C)C=C2C3=C(C=CC(=C3)F)NC2=O)C. Drug 2: CC12CCC3C(C1CCC2OP(=O)(O)O)CCC4=C3C=CC(=C4)OC(=O)N(CCCl)CCCl.[Na+]. Cell line: OVCAR-8. Synergy scores: CSS=3.63, Synergy_ZIP=-2.72, Synergy_Bliss=-7.08, Synergy_Loewe=-0.151, Synergy_HSA=-6.72. (2) Drug 1: C1=CC(=CC=C1CC(C(=O)O)N)N(CCCl)CCCl.Cl. Drug 2: C1C(C(OC1N2C=NC3=C(N=C(N=C32)Cl)N)CO)O. Cell line: RPMI-8226. Synergy scores: CSS=7.24, Synergy_ZIP=-2.43, Synergy_Bliss=2.02, Synergy_Loewe=-7.44, Synergy_HSA=-6.26. (3) Cell line: HCT116. Drug 1: CC1=C2C(C(=O)C3(C(CC4C(C3C(C(C2(C)C)(CC1OC(=O)C(C(C5=CC=CC=C5)NC(=O)OC(C)(C)C)O)O)OC(=O)C6=CC=CC=C6)(CO4)OC(=O)C)OC)C)OC. Synergy scores: CSS=42.8, Synergy_ZIP=-8.29, Synergy_Bliss=-13.8, Synergy_Loewe=-20.6, Synergy_HSA=-11.6. Drug 2: CN(CCCl)CCCl.Cl. (4) Drug 1: CC1=C(N=C(N=C1N)C(CC(=O)N)NCC(C(=O)N)N)C(=O)NC(C(C2=CN=CN2)OC3C(C(C(C(O3)CO)O)O)OC4C(C(C(C(O4)CO)O)OC(=O)N)O)C(=O)NC(C)C(C(C)C(=O)NC(C(C)O)C(=O)NCCC5=NC(=CS5)C6=NC(=CS6)C(=O)NCCC[S+](C)C)O. Drug 2: C1=NC2=C(N1)C(=S)N=CN2. Cell line: NCIH23. Synergy scores: CSS=55.3, Synergy_ZIP=-7.09, Synergy_Bliss=-3.04, Synergy_Loewe=1.51, Synergy_HSA=3.80. (5) Drug 1: COC1=CC(=CC(=C1O)OC)C2C3C(COC3=O)C(C4=CC5=C(C=C24)OCO5)OC6C(C(C7C(O6)COC(O7)C8=CC=CS8)O)O. Drug 2: CCC(=C(C1=CC=CC=C1)C2=CC=C(C=C2)OCCN(C)C)C3=CC=CC=C3.C(C(=O)O)C(CC(=O)O)(C(=O)O)O. Cell line: NCIH23. Synergy scores: CSS=58.4, Synergy_ZIP=1.70, Synergy_Bliss=2.82, Synergy_Loewe=-28.9, Synergy_HSA=3.22. (6) Drug 1: CCCS(=O)(=O)NC1=C(C(=C(C=C1)F)C(=O)C2=CNC3=C2C=C(C=N3)C4=CC=C(C=C4)Cl)F. Drug 2: CC1=C(C=C(C=C1)NC2=NC=CC(=N2)N(C)C3=CC4=NN(C(=C4C=C3)C)C)S(=O)(=O)N.Cl. Cell line: HOP-62. Synergy scores: CSS=16.6, Synergy_ZIP=-1.49, Synergy_Bliss=12.2, Synergy_Loewe=10.4, Synergy_HSA=10.9.